From a dataset of Full USPTO retrosynthesis dataset with 1.9M reactions from patents (1976-2016). Predict the reactants needed to synthesize the given product. (1) Given the product [O:32]1[CH2:37][CH2:36][CH:35]=[C:34]([C:12]2[N:11]=[CH:10][C:9]3[O:8][C:5]4[C:4]([C@@:15]5([CH2:19][S:18][C:17]([NH2:20])=[N:16]5)[C:14]=3[CH:13]=2)=[CH:3][C:2]([C:28]2[C:23]([F:22])=[N:24][CH:25]=[CH:26][CH:27]=2)=[CH:7][CH:6]=4)[CH2:33]1, predict the reactants needed to synthesize it. The reactants are: Br[C:2]1[CH:3]=[C:4]2[C@@:15]3([CH2:19][S:18][C:17]([NH2:20])=[N:16]3)[C:14]3[CH:13]=[C:12](Cl)[N:11]=[CH:10][C:9]=3[O:8][C:5]2=[CH:6][CH:7]=1.[F:22][C:23]1[C:28](B(O)O)=[CH:27][CH:26]=[CH:25][N:24]=1.[O:32]1[CH2:37][CH2:36][CH:35]=[C:34](B2OC(C)(C)C(C)(C)O2)[CH2:33]1. (2) Given the product [NH2:10][C:11]1[CH:58]=[CH:59][C:60]([CH3:65])=[CH:61][C:12]=1[NH:8][C:1]([NH:3][CH2:7][C:6]1[S:46][C:42]([C:24]2[C:25]3[CH2:33][C:32]4[C:27](=[CH:28][CH:29]=[C:30]([CH2:34][N:35]5[CH2:40][CH2:39][N:38]([CH3:41])[CH2:37][CH2:36]5)[CH:31]=4)[C:26]=3[N:22]([CH:21]([C:18]3[CH:19]=[CH:20][C:15]([O:14][CH3:13])=[CH:16][CH:17]=3)[C:49]3[CH:50]=[CH:51][C:52]([O:55][CH3:56])=[CH:53][CH:54]=3)[N:23]=2)=[CH:43][CH:44]=1)=[S:2], predict the reactants needed to synthesize it. The reactants are: [C:1]([N:8]1[CH:12]=[CH:11][N:10]=C1)([N:3]1[CH:7]=[CH:6]N=C1)=[S:2].[CH3:13][O:14][C:15]1[CH:20]=[CH:19][C:18]([CH:21]([C:49]2[CH:54]=[CH:53][C:52]([O:55][CH3:56])=[CH:51][CH:50]=2)[N:22]2[C:26]3[C:27]4[C:32]([CH2:33][C:25]=3[C:24]([C:42]3[S:46]C(CN)=[CH:44][CH:43]=3)=[N:23]2)=[CH:31][C:30]([CH2:34][N:35]2[CH2:40][CH2:39][N:38]([CH3:41])[CH2:37][CH2:36]2)=[CH:29][CH:28]=4)=[CH:17][CH:16]=1.N[C:58]1[CH:59]=[C:60]([CH3:65])[CH:61]=CC=1N. (3) Given the product [CH3:1][C:2]1[CH2:6][CH2:5][C:4]([CH3:8])([CH3:7])[C:3]=1[CH2:9][OH:10], predict the reactants needed to synthesize it. The reactants are: [CH3:1][C:2]1[CH2:6][CH2:5][C:4]([CH3:8])([CH3:7])[C:3]=1[CH:9]=[O:10].[BH4-].[Na+].CC(C)=O. (4) Given the product [Cl:3][C:4]1[CH:5]=[C:6]([C:14]2[O:18][N:17]=[C:16]([C:19]3[CH:24]=[N:23][CH:22]=[C:21]4[N:25]([CH2:28][CH2:29][CH2:30][C:31]([OH:33])=[O:32])[CH:26]=[CH:27][C:20]=34)[N:15]=2)[CH:7]=[N:8][C:9]=1[O:10][CH:11]([CH3:13])[CH3:12], predict the reactants needed to synthesize it. The reactants are: [OH-].[Na+].[Cl:3][C:4]1[CH:5]=[C:6]([C:14]2[O:18][N:17]=[C:16]([C:19]3[CH:24]=[N:23][CH:22]=[C:21]4[N:25]([CH2:28][CH2:29][CH2:30][C:31]([O:33]CC)=[O:32])[CH:26]=[CH:27][C:20]=34)[N:15]=2)[CH:7]=[N:8][C:9]=1[O:10][CH:11]([CH3:13])[CH3:12]. (5) Given the product [CH2:1]([C:5]1[CH:10]=[CH:9][C:8]([C:21]2[N:26]=[CH:25][C:24]([NH:27][C:28](=[O:34])[O:29][C:30]([CH3:33])([CH3:32])[CH3:31])=[CH:23][CH:22]=2)=[CH:7][CH:6]=1)[CH2:2][CH2:3][CH3:4], predict the reactants needed to synthesize it. The reactants are: [CH2:1]([C:5]1[CH:10]=[CH:9][C:8](B2OC(C)(C)C(C)(C)O2)=[CH:7][CH:6]=1)[CH2:2][CH2:3][CH3:4].Br[C:21]1[N:26]=[CH:25][C:24]([NH:27][C:28](=[O:34])[O:29][C:30]([CH3:33])([CH3:32])[CH3:31])=[CH:23][CH:22]=1.C([O-])([O-])=O.[Cs+].[Cs+].O.